From a dataset of Peptide-MHC class I binding affinity with 185,985 pairs from IEDB/IMGT. Regression. Given a peptide amino acid sequence and an MHC pseudo amino acid sequence, predict their binding affinity value. This is MHC class I binding data. (1) The peptide sequence is YMRERLSDF. The binding affinity (normalized) is 0.213. The MHC is HLA-B45:06 with pseudo-sequence HLA-B45:06. (2) The peptide sequence is STDTRHIPQ. The MHC is HLA-B08:01 with pseudo-sequence HLA-B08:01. The binding affinity (normalized) is 0.0847. (3) The peptide sequence is IPRLGGMAF. The MHC is HLA-B57:01 with pseudo-sequence HLA-B57:01. The binding affinity (normalized) is 0.0847. (4) The peptide sequence is ISIRPRVTK. The MHC is HLA-A68:02 with pseudo-sequence HLA-A68:02. The binding affinity (normalized) is 0. (5) The peptide sequence is SAPMKTVTI. The MHC is H-2-Db with pseudo-sequence H-2-Db. The binding affinity (normalized) is 0.560.